This data is from Reaction yield outcomes from USPTO patents with 853,638 reactions. The task is: Predict the reaction yield, written as a fraction of the theoretical maximum amount of product (1.0 means a 100% yield; for example, 0.34 means a 34% yield). (1) The reactants are [CH3:1][C:2](=[CH:6][C:7]1[CH:12]=[CH:11][CH:10]=[CH:9][CH:8]=1)[C:3]([OH:5])=O.[CH3:13][N:14]([CH3:30])[CH:15]1[CH2:19][CH2:18][N:17]([C:20]2[S:21][C:22]3[CH:28]=[C:27]([NH2:29])[CH:26]=[CH:25][C:23]=3[N:24]=2)[CH2:16]1. No catalyst specified. The product is [CH3:13][N:14]([CH3:30])[CH:15]1[CH2:19][CH2:18][N:17]([C:20]2[S:21][C:22]3[CH:28]=[C:27]([NH:29][C:3](=[O:5])[C:2]([CH3:1])=[CH:6][C:7]4[CH:12]=[CH:11][CH:10]=[CH:9][CH:8]=4)[CH:26]=[CH:25][C:23]=3[N:24]=2)[CH2:16]1. The yield is 0.120. (2) The reactants are [N:1]([CH2:4][CH2:5][C:6]1([C:11]([NH:13][C@@H:14]([CH2:18][C:19]2[CH:24]=[CH:23][C:22]([NH:25][C:26](=[O:35])[C:27]3[C:32]([Cl:33])=[CH:31][CH:30]=[CH:29][C:28]=3[Cl:34])=[CH:21][CH:20]=2)[C:15]([OH:17])=[O:16])=[O:12])[CH2:10][CH2:9][CH2:8][CH2:7]1)=[N+]=[N-].[CH2:36]1[CH2:40]OC[CH2:37]1.[CH3:41]P(C)C. The catalyst is C(Cl)Cl. The product is [C:36]([O:17][C:15](=[O:16])[C@@H:14]([NH:13][C:11]([C:6]1([CH2:5][CH2:4][NH2:1])[CH2:10][CH2:9][CH2:8][CH2:7]1)=[O:12])[CH2:18][C:19]1[CH:24]=[CH:23][C:22]([NH:25][C:26](=[O:35])[C:27]2[C:32]([Cl:33])=[CH:31][CH:30]=[CH:29][C:28]=2[Cl:34])=[CH:21][CH:20]=1)([CH3:37])([CH3:40])[CH3:41]. The yield is 0.920.